From a dataset of Peptide-MHC class I binding affinity with 185,985 pairs from IEDB/IMGT. Regression. Given a peptide amino acid sequence and an MHC pseudo amino acid sequence, predict their binding affinity value. This is MHC class I binding data. (1) The peptide sequence is LQMNSLRAEDT. The MHC is HLA-A02:01 with pseudo-sequence HLA-A02:01. The binding affinity (normalized) is 0. (2) The peptide sequence is IQYRQQLELA. The MHC is HLA-A68:02 with pseudo-sequence HLA-A68:02. The binding affinity (normalized) is 0.125.